This data is from Forward reaction prediction with 1.9M reactions from USPTO patents (1976-2016). The task is: Predict the product of the given reaction. Given the reactants [OH:1][C:2]12[CH2:8][C:5]([O:9][CH2:10][CH2:11][C:12]([OH:14])=[O:13])([CH2:6][CH2:7]1)[CH2:4][CH2:3]2.[N+](=[CH:17][Si](C)(C)C)=[N-], predict the reaction product. The product is: [OH:1][C:2]12[CH2:8][C:5]([O:9][CH2:10][CH2:11][C:12]([O:14][CH3:17])=[O:13])([CH2:4][CH2:3]1)[CH2:6][CH2:7]2.